Dataset: Forward reaction prediction with 1.9M reactions from USPTO patents (1976-2016). Task: Predict the product of the given reaction. (1) Given the reactants Br[C:2]1[CH:3]=[C:4]2[C:9](=[CH:10][CH:11]=1)[N:8]=[C:7]([Cl:12])[C:6]([C:13]1[CH:18]=[CH:17][CH:16]=[CH:15][CH:14]=1)=[C:5]2[Cl:19].[CH3:20][C:21]1[CH:25]=[C:24]([CH:26]=[O:27])[O:23][N:22]=1.[Li]CCCC, predict the reaction product. The product is: [Cl:12][C:7]1[C:6]([C:13]2[CH:18]=[CH:17][CH:16]=[CH:15][CH:14]=2)=[C:5]([Cl:19])[C:4]2[C:9](=[CH:10][CH:11]=[C:2]([CH:26]([C:24]3[O:23][N:22]=[C:21]([CH3:20])[CH:25]=3)[OH:27])[CH:3]=2)[N:8]=1. (2) Given the reactants [N:1]1[CH:6]=[CH:5][CH:4]=[CH:3][C:2]=1[NH2:7].[NH2:8][C:9]1[C:10]([C:17](O)=[O:18])=[N:11][C:12]([CH2:15][CH3:16])=[CH:13][N:14]=1, predict the reaction product. The product is: [NH2:8][C:9]1[C:10]([C:17]([NH:7][C:2]2[CH:3]=[CH:4][CH:5]=[CH:6][N:1]=2)=[O:18])=[N:11][C:12]([CH2:15][CH3:16])=[CH:13][N:14]=1. (3) Given the reactants [NH2:1][C:2]1[C:13]([O:14][C:15]2[CH:20]=[CH:19][CH:18]=[C:17]([OH:21])[CH:16]=2)=[CH:12][C:5]2[N:6]([CH3:11])[C:7](=[O:10])[N:8]([CH3:9])[C:4]=2[CH:3]=1.C(=O)([O-])[O-].[K+].[K+].[C:28]([O:32][C:33](=[O:40])[NH:34][CH2:35][CH2:36][CH2:37][CH2:38]Br)([CH3:31])([CH3:30])[CH3:29], predict the reaction product. The product is: [NH2:1][C:2]1[C:13]([O:14][C:15]2[CH:16]=[C:17]([CH:18]=[CH:19][CH:20]=2)[O:21][CH2:38][CH2:37][CH2:36][CH2:35][NH:34][C:33](=[O:40])[O:32][C:28]([CH3:31])([CH3:30])[CH3:29])=[CH:12][C:5]2[N:6]([CH3:11])[C:7](=[O:10])[N:8]([CH3:9])[C:4]=2[CH:3]=1. (4) Given the reactants [CH2:1]([S:3]([C:6]1[C:14]2[C:9](=[CH:10][CH:11]=[CH:12][CH:13]=2)[NH:8][N:7]=1)(=[O:5])=[O:4])[CH3:2].[Cl:15][C:16]1[CH:33]=[CH:32][C:19]2[N:20]([CH2:25][CH2:26][CH2:27][S:28]([CH3:31])(=[O:30])=[O:29])[C:21]([CH2:23]Cl)=[N:22][C:18]=2[CH:17]=1, predict the reaction product. The product is: [Cl:15][C:16]1[CH:33]=[CH:32][C:19]2[N:20]([CH2:25][CH2:26][CH2:27][S:28]([CH3:31])(=[O:29])=[O:30])[C:21]([CH2:23][N:8]3[C:9]4[C:14](=[CH:13][CH:12]=[CH:11][CH:10]=4)[C:6]([S:3]([CH2:1][CH3:2])(=[O:5])=[O:4])=[N:7]3)=[N:22][C:18]=2[CH:17]=1. (5) The product is: [Cl:1][C:2]1[CH:3]=[C:4]([C:13]2[CH:22]=[CH:21][C:20]3[C:15](=[CH:16][CH:17]=[CH:18][C:19]=3[CH2:23][CH:24]([CH3:26])[CH3:25])[N:14]=2)[CH:5]=[C:6]([Cl:8])[CH:7]=1. Given the reactants [Cl:1][C:2]1[CH:3]=[C:4](B(O)O)[CH:5]=[C:6]([Cl:8])[CH:7]=1.Cl[C:13]1[CH:22]=[CH:21][C:20]2[C:15](=[CH:16][CH:17]=[CH:18][C:19]=2[CH2:23][CH:24]([CH3:26])[CH3:25])[N:14]=1.C([O-])([O-])=O.[Na+].[Na+], predict the reaction product.